This data is from Reaction yield outcomes from USPTO patents with 853,638 reactions. The task is: Predict the reaction yield, written as a fraction of the theoretical maximum amount of product (1.0 means a 100% yield; for example, 0.34 means a 34% yield). (1) The reactants are Cl[CH2:2][C:3]1[O:4][C:5]2[CH:12]=[CH:11][CH:10]=[CH:9][C:6]=2[C:7]=1[CH3:8].[CH3:13][C:14]1([CH3:28])[C:18]([CH3:20])([CH3:19])[O:17][B:16]([C:21]2[CH:26]=[CH:25][C:24]([OH:27])=[CH:23][CH:22]=2)[O:15]1.C([O-])([O-])=O.[K+].[K+]. The catalyst is CC#N. The product is [CH3:8][C:7]1[C:6]2[CH:9]=[CH:10][CH:11]=[CH:12][C:5]=2[O:4][C:3]=1[CH2:2][O:27][C:24]1[CH:23]=[CH:22][C:21]([B:16]2[O:17][C:18]([CH3:20])([CH3:19])[C:14]([CH3:28])([CH3:13])[O:15]2)=[CH:26][CH:25]=1. The yield is 0.440. (2) The reactants are Br[C:2]1[C:3]([NH2:10])=[N:4][CH:5]=[CH:6][C:7]=1[CH2:8][CH3:9].[CH3:11][O:12][C:13]1[CH:18]=[CH:17][C:16](B(O)O)=[CH:15][CH:14]=1.C([O-])([O-])=O.[Na+].[Na+]. The catalyst is CC#N.CC(=O)OCC.C1C=CC(P(C2C=CC=CC=2)[C-]2C=CC=C2)=CC=1.C1C=CC(P(C2C=CC=CC=2)[C-]2C=CC=C2)=CC=1.Cl[Pd]Cl.[Fe+2]. The product is [CH2:8]([C:7]1[CH:6]=[CH:5][N:4]=[C:3]([NH2:10])[C:2]=1[C:16]1[CH:17]=[CH:18][C:13]([O:12][CH3:11])=[CH:14][CH:15]=1)[CH3:9]. The yield is 0.730. (3) The reactants are [NH2:1][C:2]1[N:7]=[C:6]([NH:8][C:9]2[CH:14]=[CH:13][C:12]([NH:15][C:16](=[O:26])[C:17]3[CH:22]=[CH:21][C:20]([N+:23]([O-])=O)=[CH:19][CH:18]=3)=[CH:11][CH:10]=2)[CH:5]=[C:4]([CH3:27])[N:3]=1.CCO.[ClH:31]. The catalyst is [Fe].O. The product is [ClH:31].[NH2:23][C:20]1[CH:21]=[CH:22][C:17]([C:16]([NH:15][C:12]2[CH:11]=[CH:10][C:9]([NH:8][C:6]3[CH:5]=[C:4]([CH3:27])[N:3]=[C:2]([NH2:1])[N:7]=3)=[CH:14][CH:13]=2)=[O:26])=[CH:18][CH:19]=1. The yield is 0.900. (4) The reactants are [CH:1]1([C:4]2[NH:8][N:7]=[C:6]([NH:9][C:10]3[C:17]([F:18])=[CH:16][C:13]([C:14]#[N:15])=[C:12]([NH:19][C@H:20]([C:23]4[CH:28]=[CH:27][C:26]([F:29])=[CH:25][CH:24]=4)[CH2:21][OH:22])[N:11]=3)[CH:5]=2)[CH2:3][CH2:2]1.Cl. The catalyst is CO.[Pd]. The product is [NH2:15][CH2:14][C:13]1[C:12]([NH:19][C@H:20]([C:23]2[CH:24]=[CH:25][C:26]([F:29])=[CH:27][CH:28]=2)[CH2:21][OH:22])=[N:11][C:10]([NH:9][C:6]2[CH:5]=[C:4]([CH:1]3[CH2:3][CH2:2]3)[NH:8][N:7]=2)=[C:17]([F:18])[CH:16]=1. The yield is 0.570.